This data is from Drug half-life prediction data from Obach et al.. The task is: Regression/Classification. Given a drug SMILES string, predict its absorption, distribution, metabolism, or excretion properties. Task type varies by dataset: regression for continuous measurements (e.g., permeability, clearance, half-life) or binary classification for categorical outcomes (e.g., BBB penetration, CYP inhibition). For this dataset (half_life_obach), we predict log10(half-life) (log10 of half-life in hours). (1) The compound is CN/C(=N/CCSCc1nc[nH]c1C)NC#N. The log10(half-life) is 0.340. (2) The compound is CN1C(=O)CC[C@H]1c1cccnc1. The log10(half-life) is 1.23. (3) The compound is CN1CCN(C(=O)OC2c3nccnc3C(=O)N2c2ccc(Cl)cn2)CC1. The log10(half-life) is 0.720. (4) The molecule is COc1ccccc1Oc1c(NS(=O)(=O)c2ccc(C(C)C)cn2)nc(-c2ccnc(-c3nn[nH]n3)c2)nc1OCCO. The log10(half-life) is 0.580. (5) The molecule is CN1[C@H]2CC[C@@H]1C[C@H](OC(=O)c1c[nH]c3ccccc13)C2. The log10(half-life) is 0.750.